Dataset: Full USPTO retrosynthesis dataset with 1.9M reactions from patents (1976-2016). Task: Predict the reactants needed to synthesize the given product. Given the product [F:2][C:3]1[CH:8]=[C:7]2[C:6](=[CH:5][CH:4]=1)[NH:9][C:19]1[CH2:21][CH2:22][CH:16]([C:14]([OH:15])=[O:13])[CH2:17][C:18]2=1, predict the reactants needed to synthesize it. The reactants are: Cl.[F:2][C:3]1[CH:8]=[CH:7][C:6]([NH:9]N)=[CH:5][CH:4]=1.CC[O:13][C:14]([CH:16]1[CH2:22][CH2:21][C:19](=O)[CH2:18][CH2:17]1)=[O:15].[OH-].[Na+].[NH4+].